Dataset: Reaction yield outcomes from USPTO patents with 853,638 reactions. Task: Predict the reaction yield, written as a fraction of the theoretical maximum amount of product (1.0 means a 100% yield; for example, 0.34 means a 34% yield). (1) The reactants are O=S(Cl)Cl.[Br:5][C:6]1[C:15]2[C:10](=[CH:11][CH:12]=[CH:13][CH:14]=2)[CH:9]=[CH:8][C:7]=1[C:16]([OH:18])=O.[CH2:19]([NH2:26])[C:20]1[CH:25]=[CH:24][CH:23]=[CH:22][CH:21]=1.CCN(CC)CC. The catalyst is C(Cl)Cl.O.C1(C)C=CC=CC=1.CN(C=O)C. The product is [CH2:19]([NH:26][C:16]([C:7]1[CH:8]=[CH:9][C:10]2[C:15](=[CH:14][CH:13]=[CH:12][CH:11]=2)[C:6]=1[Br:5])=[O:18])[C:20]1[CH:25]=[CH:24][CH:23]=[CH:22][CH:21]=1. The yield is 0.890. (2) The reactants are [N:1]1([C:8]([O:10][C:11]([CH3:14])([CH3:13])[CH3:12])=[O:9])[CH2:7][CH2:6][C@H:2]1[C:3]([OH:5])=[O:4].O[N:16]1[C:21](=[O:22])[CH2:20][CH2:19][C:17]1=[O:18].C(Cl)CCl. The catalyst is C1COCC1. The product is [N:1]1([C:8]([O:10][C:11]([CH3:14])([CH3:13])[CH3:12])=[O:9])[CH2:7][CH2:6][C@H:2]1[C:3]([O:5][N:16]1[C:21](=[O:22])[CH2:20][CH2:19][C:17]1=[O:18])=[O:4]. The yield is 0.510. (3) The reactants are [OH:1][NH:2][C:3]([C:5]1[C:14]2[C:9](=[CH:10][CH:11]=[CH:12][CH:13]=2)[CH:8]=[CH:7][N:6]=1)=[NH:4].[CH3:15][O:16][C:17]1[CH:18]=[C:19]([OH:26])[C:20](=[CH:24][CH:25]=1)[C:21](O)=O. No catalyst specified. The product is [C:5]1([C:3]2[N:4]=[C:21]([C:20]3[CH:24]=[CH:25][C:17]([O:16][CH3:15])=[CH:18][C:19]=3[OH:26])[O:1][N:2]=2)[C:14]2[C:9](=[CH:10][CH:11]=[CH:12][CH:13]=2)[CH:8]=[CH:7][N:6]=1. The yield is 0.180. (4) The reactants are C([O:3][C:4]([CH:6]1[CH:8]([C:9](=[O:25])[NH:10][CH:11]([C:16](=[O:24])[NH:17][CH2:18][CH2:19][CH:20]([CH3:23])[CH2:21][OH:22])[CH2:12][CH:13]([CH3:15])[CH3:14])[O:7]1)=[O:5])C.[OH-].[K+]. The catalyst is C(O)C.CC#N. The product is [OH:22][CH2:21][CH:20]([CH3:23])[CH2:19][CH2:18][NH:17][C:16]([CH:11]([NH:10][C:9]([CH:8]1[O:7][CH:6]1[C:4]([OH:5])=[O:3])=[O:25])[CH2:12][CH:13]([CH3:15])[CH3:14])=[O:24]. The yield is 0.530. (5) The reactants are [C:1]1([CH:7]=[CH:8][C:9]([C:11]2[CH:16]=[CH:15][CH:14]=[CH:13][CH:12]=2)=[O:10])[CH:6]=[CH:5][CH:4]=[CH:3][CH:2]=1.[OH:17][CH2:18]C(C1C=CC=CC=1)=O.C[O:28]C1C=CC(C=O)=CC=1.[OH-].[K+]. The catalyst is C(O)C. The product is [OH:28][C:6]1[CH:5]=[CH:4][CH:3]=[CH:2][C:1]=1[CH:7]=[CH:8][C:9]([C:11]1[CH:16]=[CH:15][C:14]([O:17][CH3:18])=[CH:13][CH:12]=1)=[O:10]. The yield is 0.536. (6) The reactants are C[Si](C)(C)[N-][Si](C)(C)C.[Li+].[F:11][C:12]1[CH:18]=[C:17]([I:19])[CH:16]=[CH:15][C:13]=1[NH2:14].[Br:20][C:21]1[CH:22]=[C:23]([C:27](F)=[CH:28][N:29]=1)[C:24]([OH:26])=[O:25]. The catalyst is C1COCC1.CCOC(C)=O. The product is [Br:20][C:21]1[CH:22]=[C:23]([C:27]([NH:14][C:13]2[CH:15]=[CH:16][C:17]([I:19])=[CH:18][C:12]=2[F:11])=[CH:28][N:29]=1)[C:24]([OH:26])=[O:25]. The yield is 0.590.